Dataset: Catalyst prediction with 721,799 reactions and 888 catalyst types from USPTO. Task: Predict which catalyst facilitates the given reaction. (1) Reactant: [OH-].[Na+].C([O:5][C:6](=[O:27])[CH:7]([C:13]1[CH:18]=[C:17]([N+:19]([O-:21])=[O:20])[C:16]([O:22][CH3:23])=[CH:15][C:14]=1[C:24]([OH:26])=[O:25])C(OCC)=O)C. Product: [C:6]([CH2:7][C:13]1[CH:18]=[C:17]([N+:19]([O-:21])=[O:20])[C:16]([O:22][CH3:23])=[CH:15][C:14]=1[C:24]([OH:26])=[O:25])([OH:27])=[O:5]. The catalyst class is: 315. (2) Reactant: NC1C=CC(F)=CC=1[C:4](N(OC)C)=[O:5].C([Mg]Cl)(C)C.[CH3:20][C:21]1[C:22]([Mg]Br)=[N:23][CH:24]=[CH:25][CH:26]=1. Product: [CH3:20][C:21]1[C:22]([CH:4]=[O:5])=[N:23][CH:24]=[CH:25][CH:26]=1. The catalyst class is: 1. (3) Reactant: [CH2:1]([O:8][CH2:9][CH:10]([NH:14][C:15]([CH:17]([O:22][C:23]([N:25]1[CH2:30][CH2:29][O:28][CH2:27][CH2:26]1)=[O:24])[CH2:18][CH:19]([CH3:21])[CH3:20])=[O:16])[C:11](=O)[NH2:12])[C:2]1[CH:7]=[CH:6][CH:5]=[CH:4][CH:3]=1.N1C(Cl)=NC(Cl)=NC=1Cl. Product: [CH2:1]([O:8][CH2:9][CH:10]([NH:14][C:15]([CH:17]([O:22][C:23]([N:25]1[CH2:26][CH2:27][O:28][CH2:29][CH2:30]1)=[O:24])[CH2:18][CH:19]([CH3:21])[CH3:20])=[O:16])[C:11]#[N:12])[C:2]1[CH:7]=[CH:6][CH:5]=[CH:4][CH:3]=1. The catalyst class is: 3. (4) Reactant: [OH:1]O.[N:3]1[C:8]2[NH:9][C:10]3[C:15]([C:7]=2[CH:6]=[CH:5][CH:4]=1)=[CH:14][CH:13]=[CH:12][CH:11]=3. Product: [N+:3]1([O-:1])[CH:4]=[CH:5][CH:6]=[C:7]2[C:15]3[C:10](=[CH:11][CH:12]=[CH:13][CH:14]=3)[NH:9][C:8]=12. The catalyst class is: 52. (5) Reactant: Br[CH2:2][C:3]1[CH:8]=[CH:7][CH:6]=[CH:5][C:4]=1[F:9].[CH3:10][O:11][C:12]1[CH:13]=[C:14]([CH:17]=[CH:18][C:19]=1[OH:20])[CH:15]=[O:16].C([O-])([O-])=O.[K+].[K+]. Product: [F:9][C:4]1[CH:5]=[CH:6][CH:7]=[CH:8][C:3]=1[CH2:2][O:20][C:19]1[CH:18]=[CH:17][C:14]([CH:15]=[O:16])=[CH:13][C:12]=1[O:11][CH3:10]. The catalyst class is: 3. (6) Reactant: C(OC([N:8]1[CH2:12][CH2:11][C:10]([C:15]2[CH:20]=[CH:19][C:18]([F:21])=[C:17]([F:22])[CH:16]=2)([O:13][CH3:14])[CH2:9]1)=O)(C)(C)C.FC(F)(F)C(O)=O. Product: [F:22][C:17]1[CH:16]=[C:15]([C:10]2([O:13][CH3:14])[CH2:11][CH2:12][NH:8][CH2:9]2)[CH:20]=[CH:19][C:18]=1[F:21]. The catalyst class is: 2. (7) Reactant: [C:1]1([CH:7]2[CH2:16][CH2:15][C:14]3[C:9](=[CH:10][CH:11]=[C:12]([O:17][CH:18]4[CH2:23][CH2:22][C:21](=[O:24])[CH2:20][CH2:19]4)[CH:13]=3)[O:8]2)[CH:6]=[CH:5][CH:4]=[CH:3][CH:2]=1.[CH2:25]([Mg]Cl)[CH2:26][CH3:27].C(OCC)C.[Cl-].[NH4+]. Product: [C:1]1([CH:7]2[CH2:16][CH2:15][C:14]3[C:9](=[CH:10][CH:11]=[C:12]([O:17][CH:18]4[CH2:23][CH2:22][C:21]([CH2:25][CH2:26][CH3:27])([OH:24])[CH2:20][CH2:19]4)[CH:13]=3)[O:8]2)[CH:2]=[CH:3][CH:4]=[CH:5][CH:6]=1. The catalyst class is: 7. (8) Reactant: [H-].[Na+].[C:3]([N:6]1[C:14]2[C:9](=[CH:10][CH:11]=[C:12]([N:15]3[C:19](=[O:20])[C:18]([CH3:22])([CH3:21])[NH:17][C:16]3=[O:23])[CH:13]=2)[C:8]([CH3:25])([CH3:24])[CH2:7]1)(=[O:5])[CH3:4].[Cl:26][C:27]1[CH:32]=[C:31]([CH2:33]Cl)[CH:30]=[CH:29][N:28]=1. Product: [C:3]([N:6]1[C:14]2[C:9](=[CH:10][CH:11]=[C:12]([N:15]3[C:19](=[O:20])[C:18]([CH3:22])([CH3:21])[N:17]([CH2:33][C:31]4[CH:30]=[CH:29][N:28]=[C:27]([Cl:26])[CH:32]=4)[C:16]3=[O:23])[CH:13]=2)[C:8]([CH3:25])([CH3:24])[CH2:7]1)(=[O:5])[CH3:4]. The catalyst class is: 35.